From a dataset of Forward reaction prediction with 1.9M reactions from USPTO patents (1976-2016). Predict the product of the given reaction. (1) Given the reactants [CH:1]1[C:10]2[C:5](=[CH:6][CH:7]=[C:8]([C:11]3[C:12]4[C:17]([C:18](Br)=[C:19]5[C:24]=3[CH:23]=[CH:22][CH:21]=[CH:20]5)=[CH:16][CH:15]=[CH:14][CH:13]=4)[CH:9]=2)[CH:4]=[CH:3][C:2]=1[C:26]1[CH:35]=[CH:34][C:33]2[C:28](=[CH:29][CH:30]=[CH:31][CH:32]=2)[CH:27]=1.[C:36]1([C:45]2[CH:50]=[CH:49][CH:48]=[CH:47][CH:46]=2)[C:37](B(O)O)=[CH:38][CH:39]=[CH:40][CH:41]=1.P([O-])([O-])([O-])=O.[K+].[K+].[K+].C1(C)C=CC=CC=1, predict the reaction product. The product is: [C:36]1([C:45]2[CH:50]=[CH:49][CH:48]=[CH:47][CH:46]=2)[CH:37]=[CH:38][CH:39]=[C:40]([C:18]2[C:19]3[C:24]([C:11]([C:8]4[CH:9]=[C:10]5[C:5]([CH:4]=[CH:3][C:2]([C:26]6[CH:35]=[CH:34][C:33]7[C:28](=[CH:29][CH:30]=[CH:31][CH:32]=7)[CH:27]=6)=[CH:1]5)=[CH:6][CH:7]=4)=[C:12]4[C:17]=2[CH:16]=[CH:15][CH:14]=[CH:13]4)=[CH:23][CH:22]=[CH:21][CH:20]=3)[CH:41]=1. (2) The product is: [Cl:9][C:3]1[CH:4]=[C:5]([CH2:12][CH2:11][CH:10]=[O:13])[CH:6]=[CH:7][C:2]=1[Cl:1]. Given the reactants [Cl:1][C:2]1[CH:7]=[CH:6][C:5](I)=[CH:4][C:3]=1[Cl:9].[CH:10]([OH:13])=[CH:11][CH3:12].C([O-])(O)=O.[Na+], predict the reaction product. (3) Given the reactants Cl.C([O:9][C:10]1[CH:19]=[C:18]2[C:13]([C:14]([Cl:20])=[CH:15][N:16]=[N:17]2)=[CH:12][C:11]=1[O:21][CH3:22])C1C=CC=CC=1, predict the reaction product. The product is: [Cl:20][C:14]1[C:13]2[C:18](=[CH:19][C:10]([OH:9])=[C:11]([O:21][CH3:22])[CH:12]=2)[N:17]=[N:16][CH:15]=1.